From a dataset of Full USPTO retrosynthesis dataset with 1.9M reactions from patents (1976-2016). Predict the reactants needed to synthesize the given product. (1) Given the product [CH3:15][CH:16]1[O:21][CH:20]([CH3:22])[CH2:19][N:18]([C:23]2[CH:24]=[CH:25][C:26]([NH:29][C:30]3[N:32]=[C:8]([C:3]4[S:4][C:5]([CH3:7])=[N:6][C:2]=4[CH3:1])[CH:9]=[CH:10][N:31]=3)=[CH:27][CH:28]=2)[CH2:17]1, predict the reactants needed to synthesize it. The reactants are: [CH3:1][C:2]1[N:6]=[C:5]([CH3:7])[S:4][C:3]=1/[CH:8]=[CH:9]/[C:10](N(C)C)=O.[CH3:15][CH:16]1[O:21][CH:20]([CH3:22])[CH2:19][N:18]([C:23]2[CH:28]=[CH:27][C:26]([NH:29][C:30]([NH2:32])=[NH:31])=[CH:25][CH:24]=2)[CH2:17]1. (2) Given the product [CH3:27][O:26][C:12]1[CH:11]=[C:10]([CH:15]=[CH:14][C:13]=1[O:16][CH2:17][C:18]1[CH:19]=[N:20][C:21]([O:24][CH3:25])=[CH:22][CH:23]=1)[CH2:9][N:6]1[C:5]2[CH:28]=[CH:29][C:2]([C:38]3[CH2:43][CH2:42][N:41]([C:44]([O:46][C:10]([CH3:15])([CH3:11])[CH3:9])=[O:45])[CH2:40][CH:39]=3)=[CH:3][C:4]=2[N:8]=[CH:7]1, predict the reactants needed to synthesize it. The reactants are: I[C:2]1[CH:29]=[CH:28][C:5]2[N:6]([CH2:9][C:10]3[CH:15]=[CH:14][C:13]([O:16][CH2:17][C:18]4[CH:19]=[N:20][C:21]([O:24][CH3:25])=[CH:22][CH:23]=4)=[C:12]([O:26][CH3:27])[CH:11]=3)[CH:7]=[N:8][C:4]=2[CH:3]=1.CC1(C)C(C)(C)OB([C:38]2[CH2:43][CH2:42][N:41]([C:44]([O-:46])=[O:45])[CH2:40][CH:39]=2)O1. (3) Given the product [OH:25][C:24]1[C:4]2[O:3][C:2]([NH:33][CH2:34][CH2:35][NH:36][C:37]([NH2:39])=[NH:38])=[C:6]([C:7](=[O:20])[C:8]3[CH:13]=[C:12]([O:14][CH3:15])[C:11]([O:16][CH3:17])=[C:10]([O:18][CH3:19])[CH:9]=3)[C:5]=2[CH:21]=[CH:22][C:23]=1[O:29][CH3:30], predict the reactants needed to synthesize it. The reactants are: Br[C:2]1[O:3][C:4]2[C:24]([O:25]C(=O)C)=[C:23]([O:29][CH3:30])[CH:22]=[CH:21][C:5]=2[C:6]=1[C:7](=[O:20])[C:8]1[CH:13]=[C:12]([O:14][CH3:15])[C:11]([O:16][CH3:17])=[C:10]([O:18][CH3:19])[CH:9]=1.Cl.Cl.[NH2:33][CH2:34][CH2:35][NH:36][C:37]([NH2:39])=[NH:38].CC(N(C)C)=O.C(N(CC)C(C)C)(C)C. (4) Given the product [C:14]([O:18][C:19]([NH:21][CH2:22][CH2:23][CH2:24][CH2:25][CH2:26][CH2:27][N:3]1[C:4]2[C:9](=[CH:8][CH:7]=[CH:6][CH:5]=2)[CH:10]=[CH:11][C:2]1=[O:1])=[O:20])([CH3:17])([CH3:16])[CH3:15], predict the reactants needed to synthesize it. The reactants are: [OH:1][C:2]1[CH:11]=[CH:10][C:9]2[C:4](=[CH:5][CH:6]=[CH:7][CH:8]=2)[N:3]=1.[H-].[Na+].[C:14]([O:18][C:19]([NH:21][CH2:22][CH2:23][CH2:24][CH2:25][CH2:26][CH2:27]Br)=[O:20])([CH3:17])([CH3:16])[CH3:15].O. (5) Given the product [CH3:23][N:24]([CH2:25][CH:4]1[C:5]2[C:10](=[CH:9][CH:8]=[CH:7][CH:6]=2)[C:1](=[O:2])[O:3]1)[CH3:12], predict the reactants needed to synthesize it. The reactants are: [C:1]1([C:10]2[C:5](=[CH:6][CH:7]=[CH:8][CH:9]=2)[CH2:4][O:3]1)=[O:2].[Li+].[CH3:12][Si]([N-][Si](C)(C)C)(C)C.[I-].C[CH:23]=[N+:24]=[CH:25]C. (6) Given the product [F:34][C@H:9]1[C:10](=[O:11])[C@:2]2([CH3:1])[CH:7]([CH:6]3[CH:5]([CH2:4][CH2:3]2)[C@:15]2([CH3:21])[C:14]([CH2:19][C@@H:18]([OH:20])[CH2:17][CH2:16]2)=[CH:13][CH2:12]3)[CH2:8]1, predict the reactants needed to synthesize it. The reactants are: [CH3:1][C@@:2]12[C:10](=[O:11])[CH2:9][CH2:8][C@H:7]1[C@@H:6]1[CH2:12][CH:13]=[C:14]3[CH2:19][C@@H:18]([OH:20])[CH2:17][CH2:16][C@:15]3([CH3:21])[C@H:5]1[CH2:4][CH2:3]2.CCN(CC)CC.O([Si](C)(C)C)S(C(F)(F)[F:34])(=O)=O.[B-](F)(F)(F)F.[B-](F)(F)(F)F.C1[N+]2(CCl)CC[N+](F)(CC2)C1.CCCC[N+](CCCC)(CCCC)CCCC.[F-].C1COCC1. (7) Given the product [C:1]([C:5]1[O:9][N:8]=[C:7]([NH:10][C:11]([CH:13]2[O:18][CH2:17][CH2:16][N:15]([C:21]3[CH:26]=[CH:25][C:24]([C:27]([F:30])([F:29])[F:28])=[CH:23][N:22]=3)[CH2:14]2)=[O:12])[CH:6]=1)([CH3:4])([CH3:2])[CH3:3], predict the reactants needed to synthesize it. The reactants are: [C:1]([C:5]1[O:9][N:8]=[C:7]([NH:10][C:11]([CH:13]2[O:18][CH2:17][CH2:16][NH:15][CH2:14]2)=[O:12])[CH:6]=1)([CH3:4])([CH3:3])[CH3:2].Cl.Br[C:21]1[CH:26]=[CH:25][C:24]([C:27]([F:30])([F:29])[F:28])=[CH:23][N:22]=1.C(N(CC)CC)C. (8) Given the product [Cl:38][C:27]1[CH:26]=[C:25]([C:23]2[N:24]=[C:20]([NH:19][C:17](=[O:18])[CH2:16][N:10]3[C:6]4[C:5](=[O:12])[N:4]([CH3:13])[C:3](=[O:14])[N:2]([CH3:1])[C:7]=4[CH:8]=[CH:9]3)[S:21][CH:22]=2)[CH:30]=[C:29]([Cl:31])[C:28]=1[O:32][CH2:33][C:34]([CH3:37])([CH3:36])[CH3:35], predict the reactants needed to synthesize it. The reactants are: [CH3:1][N:2]1[C:7]2[C:8](C)=[CH:9][NH:10][C:6]=2[C:5](=[O:12])[N:4]([CH3:13])[C:3]1=[O:14].Br[CH2:16][C:17]([NH:19][C:20]1[S:21][CH:22]=[C:23]([C:25]2[CH:30]=[C:29]([Cl:31])[C:28]([O:32][CH2:33][C:34]([CH3:37])([CH3:36])[CH3:35])=[C:27]([Cl:38])[CH:26]=2)[N:24]=1)=[O:18].[H-].[Na+]. (9) Given the product [NH:23]1[C:24]2[C:25](=[N:26][CH:27]=[CH:28][CH:29]=2)[N:30]=[C:22]1[CH:20]([C:17]1[CH:18]=[CH:19][C:14]([O:13][C:8]2[C:7]([CH:4]3[CH2:5][CH2:6][O:1][CH2:2][CH2:3]3)=[CH:12][CH:11]=[CH:10][N:9]=2)=[CH:15][CH:16]=1)[OH:21], predict the reactants needed to synthesize it. The reactants are: [O:1]1[CH2:6][CH:5]=[C:4]([C:7]2[C:8]([O:13][C:14]3[CH:19]=[CH:18][C:17]([C:20]([C:22]4[NH:23][C:24]5[C:25]([N:30]=4)=[N:26][CH:27]=[CH:28][CH:29]=5)=[O:21])=[CH:16][CH:15]=3)=[N:9][CH:10]=[CH:11][CH:12]=2)[CH2:3][CH2:2]1.